Dataset: Forward reaction prediction with 1.9M reactions from USPTO patents (1976-2016). Task: Predict the product of the given reaction. (1) Given the reactants [Cl:1][C:2]1[C:3]([C:27]2[NH:28][CH2:29][CH2:30][N:31]=2)=[N:4][N:5]([CH2:8][C:9]([N:11]2[CH2:16][CH2:15][CH2:14][C:13]3[N:17]([C:20]4[CH:25]=[CH:24][C:23]([F:26])=[CH:22][CH:21]=4)[N:18]=[CH:19][C:12]2=3)=[O:10])[C:6]=1[CH3:7].CC(OI1(OC(C)=O)(OC(C)=O)OC(=O)C2C=CC=CC1=2)=O, predict the reaction product. The product is: [Cl:1][C:2]1[C:3]([C:27]2[NH:31][CH:30]=[CH:29][N:28]=2)=[N:4][N:5]([CH2:8][C:9]([N:11]2[CH2:16][CH2:15][CH2:14][C:13]3[N:17]([C:20]4[CH:21]=[CH:22][C:23]([F:26])=[CH:24][CH:25]=4)[N:18]=[CH:19][C:12]2=3)=[O:10])[C:6]=1[CH3:7]. (2) Given the reactants I[C:2]1[CH:7]=[CH:6][C:5]([O:8][CH3:9])=[CH:4][CH:3]=1.Br[C:11]1[CH:16]=[CH:15][C:14]([C:17](=[O:19])[CH3:18])=[CH:13][C:12]=1[N+:20]([O-])=O, predict the reaction product. The product is: [C:17]([C:14]1[CH:15]=[CH:16][C:11]([C:2]2[CH:7]=[CH:6][C:5]([O:8][CH3:9])=[CH:4][CH:3]=2)=[C:12]([NH2:20])[CH:13]=1)(=[O:19])[CH3:18]. (3) The product is: [CH3:1][CH:2]([CH3:22])[O:3][C:4]1[CH:5]=[CH:6][C:7]([CH:10]2[C:15]3=[N:16][S:17](=[O:21])(=[O:20])[CH2:18][CH2:19][N:14]3[CH2:13][CH2:12][CH2:11]2)=[CH:8][CH:9]=1. Given the reactants [CH3:1][CH:2]([CH3:22])[O:3][C:4]1[CH:9]=[CH:8][C:7]([C:10]2[C:15]3=[N:16][S:17](=[O:21])(=[O:20])[CH2:18][CH2:19][N:14]3[CH:13]=[CH:12][CH:11]=2)=[CH:6][CH:5]=1, predict the reaction product. (4) Given the reactants [NH2:1][C:2]1[CH:3]=[C:4]([C@@H:8]([NH:10][C:11]2[CH:16]=[N:15][CH:14]=[C:13]([Cl:17])[N:12]=2)[CH3:9])[CH:5]=[CH:6][CH:7]=1.[C:18](=[O:21])([O-])O.[Na+].ClC(Cl)(OC(=O)OC(Cl)(Cl)Cl)Cl.[CH3:35][C:36]1[CH:37]=[C:38]([NH2:42])[CH:39]=[N:40][CH:41]=1, predict the reaction product. The product is: [Cl:17][C:13]1[N:12]=[C:11]([NH:10][C@H:8]([C:4]2[CH:3]=[C:2]([NH:1][C:18]([NH:42][C:38]3[CH:39]=[N:40][CH:41]=[C:36]([CH3:35])[CH:37]=3)=[O:21])[CH:7]=[CH:6][CH:5]=2)[CH3:9])[CH:16]=[N:15][CH:14]=1. (5) Given the reactants [CH3:1][O:2][C:3]1[CH:22]=[CH:21][C:6]([CH2:7][N:8]2[C:16]3[C:11](=[CH:12][C:13]([N+:17]([O-])=O)=[CH:14][CH:15]=3)[C:10](=[O:20])[NH:9]2)=[CH:5][CH:4]=1.[C:23]1([C:29]2[O:30][C:31]([C:37]([F:40])([F:39])[F:38])=[C:32]([C:34](O)=[O:35])[N:33]=2)[CH:28]=[CH:27][CH:26]=[CH:25][CH:24]=1.COC1C=C(C=CC=1)CN1C2C(=CC(NC(C3N=C(C4C=CC=CC=4)OC=3C(F)(F)F)=O)=CC=2)C(=O)N1, predict the reaction product. The product is: [CH3:1][O:2][C:3]1[CH:22]=[CH:21][C:6]([CH2:7][N:8]2[C:16]3[C:11](=[CH:12][C:13]([NH:17][C:34]([C:32]4[N:33]=[C:29]([C:23]5[CH:28]=[CH:27][CH:26]=[CH:25][CH:24]=5)[O:30][C:31]=4[C:37]([F:39])([F:40])[F:38])=[O:35])=[CH:14][CH:15]=3)[C:10](=[O:20])[NH:9]2)=[CH:5][CH:4]=1. (6) Given the reactants [Cl:1][C:2]1[CH:27]=[CH:26][C:5]([CH2:6][N:7]2[C:15]3[C:10](=[CH:11][C:12]([CH:16]=[C:17]4[S:21][C:20](SCC)=[N:19][C:18]4=[O:25])=[CH:13][CH:14]=3)[CH:9]=[N:8]2)=[C:4]([C:28]([F:31])([F:30])[F:29])[CH:3]=1.[CH3:32][O:33][C:34]([CH:36]1[CH2:40][CH:39]([NH:41][CH3:42])[CH2:38][N:37]1[C:43]([O:45][C:46]([CH3:49])([CH3:48])[CH3:47])=[O:44])=[O:35], predict the reaction product. The product is: [CH3:32][O:33][C:34]([CH:36]1[CH2:40][CH:39]([N:41]([C:20]2[S:21][C:17](=[CH:16][C:12]3[CH:11]=[C:10]4[C:15](=[CH:14][CH:13]=3)[N:7]([CH2:6][C:5]3[CH:26]=[CH:27][C:2]([Cl:1])=[CH:3][C:4]=3[C:28]([F:31])([F:29])[F:30])[N:8]=[CH:9]4)[C:18](=[O:25])[N:19]=2)[CH3:42])[CH2:38][N:37]1[C:43]([O:45][C:46]([CH3:49])([CH3:48])[CH3:47])=[O:44])=[O:35]. (7) Given the reactants Cl[C:2]1[N:7]=[N:6][C:5]([CH2:8][N:9]2[CH:14]=[C:13]3[N:15]=[C:16]([C:18]4[CH:23]=[CH:22][CH:21]=[C:20]([F:24])[C:19]=4[F:25])[N:17]=[C:12]3[CH:11]=[N:10]2)=[CH:4][CH:3]=1.[F:26][C:27]([F:39])([F:38])[O:28][C:29]1[CH:34]=[CH:33][C:32](B(O)O)=[CH:31][CH:30]=1, predict the reaction product. The product is: [F:25][C:19]1[C:20]([F:24])=[CH:21][CH:22]=[CH:23][C:18]=1[C:16]1[N:17]=[C:12]2[CH:11]=[N:10][N:9]([CH2:8][C:5]3[N:6]=[N:7][C:2]([C:32]4[CH:31]=[CH:30][C:29]([O:28][C:27]([F:26])([F:38])[F:39])=[CH:34][CH:33]=4)=[CH:3][CH:4]=3)[CH:14]=[C:13]2[N:15]=1.